Dataset: Forward reaction prediction with 1.9M reactions from USPTO patents (1976-2016). Task: Predict the product of the given reaction. (1) The product is: [NH2:1][C:2]1[C:3]2[C:10]([C:11]3[CH:16]=[CH:15][CH:14]=[C:13]([O:17][CH2:18][C:19]45[O:25][CH:22]([CH2:21][CH2:20]4)[CH2:23][CH2:24]5)[CH:12]=3)=[CH:9][N:8]([CH:26]3[CH2:29][C:28]([CH2:31][N:43]=[N+:44]=[N-:45])([OH:30])[CH2:27]3)[C:4]=2[N:5]=[CH:6][N:7]=1. Given the reactants [NH2:1][C:2]1[C:3]2[C:10]([C:11]3[CH:16]=[CH:15][CH:14]=[C:13]([O:17][CH2:18][C:19]45[O:25][CH:22]([CH2:23][CH2:24]4)[CH2:21][CH2:20]5)[CH:12]=3)=[CH:9][N:8]([CH:26]3[CH2:29][C:28]([CH2:31]OS(C4C=CC(C)=CC=4)(=O)=O)([OH:30])[CH2:27]3)[C:4]=2[N:5]=[CH:6][N:7]=1.[N-:43]=[N+:44]=[N-:45].[Na+].O, predict the reaction product. (2) Given the reactants CS(C)=O.C(Cl)(=O)C(Cl)=O.[CH3:11][N:12]1[CH2:17][CH2:16][N:15]([C:18]2[CH:33]=[CH:32][C:21]([O:22][CH2:23][C:24]3[CH:31]=[CH:30][C:27]([CH2:28][OH:29])=[CH:26][CH:25]=3)=[CH:20][CH:19]=2)[CH2:14][CH2:13]1.C(N(CC)CC)C, predict the reaction product. The product is: [CH3:11][N:12]1[CH2:13][CH2:14][N:15]([C:18]2[CH:33]=[CH:32][C:21]([O:22][CH2:23][C:24]3[CH:31]=[CH:30][C:27]([CH:28]=[O:29])=[CH:26][CH:25]=3)=[CH:20][CH:19]=2)[CH2:16][CH2:17]1. (3) Given the reactants C(N(CC)C(C)C)(C)C.[C:10](O)(=[O:13])[CH:11]=[CH2:12].[NH2:15][C:16]1[N:20]([C@@H:21]2[CH2:26][CH2:25][CH2:24][NH:23][CH2:22]2)[N:19]=[C:18]([C:27]2[CH:32]=[CH:31][C:30]([O:33][C:34]3[CH:39]=[CH:38][C:37]([Cl:40])=[CH:36][CH:35]=3)=[CH:29][CH:28]=2)[C:17]=1[C:41]([NH2:43])=[O:42].F[P-](F)(F)(F)(F)F.N1(O[P+](N(C)C)(N(C)C)N(C)C)C2C=CC=CC=2N=N1, predict the reaction product. The product is: [C:10]([N:23]1[CH2:24][CH2:25][CH2:26][C@@H:21]([N:20]2[C:16]([NH2:15])=[C:17]([C:41]([NH2:43])=[O:42])[C:18]([C:27]3[CH:28]=[CH:29][C:30]([O:33][C:34]4[CH:39]=[CH:38][C:37]([Cl:40])=[CH:36][CH:35]=4)=[CH:31][CH:32]=3)=[N:19]2)[CH2:22]1)(=[O:13])[CH:11]=[CH2:12]. (4) Given the reactants [Cl:1][C:2]1[CH:3]=[CH:4][C:5]2[O:10][CH2:9][C@H:8]([CH2:11][NH:12][CH2:13][CH:14]3[CH2:19][CH2:18][N:17]([C:20]4[CH:25]=[CH:24][CH:23]=[CH:22][C:21]=4[O:26]C)[CH2:16][CH2:15]3)[O:7][C:6]=2[CH:28]=1.O.N, predict the reaction product. The product is: [Cl:1][C:2]1[CH:3]=[CH:4][C:5]2[O:10][CH2:9][C@H:8]([CH2:11][NH:12][CH2:13][CH:14]3[CH2:15][CH2:16][N:17]([C:20]4[CH:25]=[CH:24][CH:23]=[CH:22][C:21]=4[OH:26])[CH2:18][CH2:19]3)[O:7][C:6]=2[CH:28]=1. (5) The product is: [C:1]([O:5][C:6](=[O:7])[NH:8][C@@H:9]([C:12]1[CH:20]=[C:19]([C:21]([F:22])([F:24])[F:23])[CH:18]=[C:14]([C:15]([NH:25][C@@H:26]2[CH2:27][CH2:28][C:29]3[C:34](=[CH:33][C:32]([O:36][C:37]4[C:38]5[CH2:39][CH2:40][C:41](=[O:47])[NH:42][C:43]=5[N:44]=[CH:45][CH:46]=4)=[CH:31][CH:30]=3)[CH2:35]2)=[O:16])[CH:13]=1)[CH2:10][OH:11])([CH3:4])([CH3:2])[CH3:3]. Given the reactants [C:1]([O:5][C:6]([NH:8][C@@H:9]([C:12]1[CH:13]=[C:14]([CH:18]=[C:19]([C:21]([F:24])([F:23])[F:22])[CH:20]=1)[C:15](O)=[O:16])[CH2:10][OH:11])=[O:7])([CH3:4])([CH3:3])[CH3:2].[NH2:25][C@H:26]1[CH2:35][C:34]2[CH:33]=[C:32]([O:36][C:37]3[CH:46]=[CH:45][N:44]=[C:43]4[C:38]=3[CH2:39][CH2:40][C:41](=[O:47])[NH:42]4)[CH:31]=[CH:30][C:29]=2[CH2:28][CH2:27]1.Cl.CN(C)CCCN=C=NCC, predict the reaction product. (6) Given the reactants [C:1]([O:5][C:6]([N:8]1[C@@H:13]([CH2:14][OH:15])[CH2:12][O:11][C@@H:10]([CH2:16][CH2:17][CH:18]2[CH2:23][CH2:22][CH2:21][CH2:20][CH2:19]2)[CH2:9]1)=[O:7])([CH3:4])([CH3:3])[CH3:2].C(N(CC)CC)C.O, predict the reaction product. The product is: [C:1]([O:5][C:6]([N:8]1[C@@H:13]([CH:14]=[O:15])[CH2:12][O:11][C@@H:10]([CH2:16][CH2:17][CH:18]2[CH2:19][CH2:20][CH2:21][CH2:22][CH2:23]2)[CH2:9]1)=[O:7])([CH3:4])([CH3:2])[CH3:3]. (7) Given the reactants [Cl:1][C:2]1[N:3]=[C:4](Cl)[C:5]2[CH:10]=[CH:9][N:8]([S:11]([C:14]3[CH:20]=[CH:19][C:17]([CH3:18])=[CH:16][CH:15]=3)(=[O:13])=[O:12])[C:6]=2[N:7]=1.[NH2:22][C:23]1[CH:24]=[C:25]([S:29]([NH2:32])(=[O:31])=[O:30])[CH:26]=[CH:27][CH:28]=1.C(N(CC)CC)C.O, predict the reaction product. The product is: [Cl:1][C:2]1[N:3]=[C:4]([NH:22][C:23]2[CH:28]=[CH:27][CH:26]=[C:25]([S:29]([NH2:32])(=[O:30])=[O:31])[CH:24]=2)[C:5]2[CH:10]=[CH:9][N:8]([S:11]([C:14]3[CH:20]=[CH:19][C:17]([CH3:18])=[CH:16][CH:15]=3)(=[O:13])=[O:12])[C:6]=2[N:7]=1. (8) Given the reactants [CH2:1]([O:5][C:6]1[CH:11]=[CH:10][C:9]([S:12]([N:15]([CH3:27])[CH:16]([C:21]2[CH:26]=[CH:25][CH:24]=[CH:23][CH:22]=2)[C:17]([O:19]C)=[O:18])(=[O:14])=[O:13])=[CH:8][CH:7]=1)[C:2]#[C:3][CH3:4].[OH-].[K+], predict the reaction product. The product is: [CH2:1]([O:5][C:6]1[CH:7]=[CH:8][C:9]([S:12]([N:15]([CH3:27])[CH:16]([C:21]2[CH:26]=[CH:25][CH:24]=[CH:23][CH:22]=2)[C:17]([OH:19])=[O:18])(=[O:13])=[O:14])=[CH:10][CH:11]=1)[C:2]#[C:3][CH3:4].